From a dataset of Forward reaction prediction with 1.9M reactions from USPTO patents (1976-2016). Predict the product of the given reaction. (1) Given the reactants Cl.[NH:2]1[CH2:7][CH2:6][C:5](=[O:8])[CH2:4][CH2:3]1.C([O-])([O-])=O.[K+].[K+].Cl[C:16]([O:18][CH2:19][C:20]1[CH:25]=[CH:24][CH:23]=[CH:22][CH:21]=1)=[O:17], predict the reaction product. The product is: [CH2:19]([O:18][C:16]([N:2]1[CH2:7][CH2:6][C:5](=[O:8])[CH2:4][CH2:3]1)=[O:17])[C:20]1[CH:25]=[CH:24][CH:23]=[CH:22][CH:21]=1. (2) Given the reactants Br[CH2:2][CH2:3][C@@H:4]1[CH2:9][N:8]([C:10]([O:12][CH2:13][C:14]2[CH:19]=[CH:18][CH:17]=[CH:16][CH:15]=2)=[O:11])[CH2:7][CH2:6][N:5]1[C:20]([O:22][C:23]([CH3:26])([CH3:25])[CH3:24])=[O:21].[CH3:27][C:28]1[CH:29]=[N:30][NH:31][CH:32]=1.C(=O)([O-])[O-].[K+].[K+].CN(C=O)C, predict the reaction product. The product is: [CH3:27][C:28]1[CH:29]=[N:30][N:31]([CH2:2][CH2:3][C@@H:4]2[CH2:9][N:8]([C:10]([O:12][CH2:13][C:14]3[CH:19]=[CH:18][CH:17]=[CH:16][CH:15]=3)=[O:11])[CH2:7][CH2:6][N:5]2[C:20]([O:22][C:23]([CH3:26])([CH3:25])[CH3:24])=[O:21])[CH:32]=1. (3) Given the reactants [CH3:1][C:2]1[CH:11]=[C:10]([N:12]2[CH2:16][CH2:15][CH:14]([C:17]3[CH:22]=[CH:21][CH:20]=[CH:19][CH:18]=3)[CH2:13]2)[C:9]2[C:4](=[CH:5][CH:6]=[C:7]([OH:23])[CH:8]=2)[N:3]=1.Br[CH2:25][C:26]1[CH:31]=[CH:30][C:29]([S:32]([CH3:35])(=[O:34])=[O:33])=[CH:28][CH:27]=1.C(=O)([O-])[O-].[Cs+].[Cs+], predict the reaction product. The product is: [CH3:35][S:32]([C:29]1[CH:30]=[CH:31][C:26]([CH2:25][O:23][C:7]2[CH:8]=[C:9]3[C:4](=[CH:5][CH:6]=2)[N:3]=[C:2]([CH3:1])[CH:11]=[C:10]3[N:12]2[CH2:16][CH2:15][CH:14]([C:17]3[CH:22]=[CH:21][CH:20]=[CH:19][CH:18]=3)[CH2:13]2)=[CH:27][CH:28]=1)(=[O:33])=[O:34].